From a dataset of Forward reaction prediction with 1.9M reactions from USPTO patents (1976-2016). Predict the product of the given reaction. (1) Given the reactants [CH2:1]([O:3][C:4](=[O:33])[CH2:5][NH:6][CH2:7][C:8]1[CH:13]=[CH:12][CH:11]=[C:10]([O:14][CH2:15][CH2:16][C:17]2[N:18]=[C:19]([C:23]3[CH:28]=[CH:27][C:26]([C:29]([F:32])([F:31])[F:30])=[CH:25][CH:24]=3)[O:20][C:21]=2[CH3:22])[CH:9]=1)[CH3:2].[CH2:34]([N:37]([S:39](Cl)(=[O:41])=[O:40])[CH3:38])[CH:35]=[CH2:36].C(N(CC)CC)C, predict the reaction product. The product is: [CH2:1]([O:3][C:4](=[O:33])[CH2:5][N:6]([S:39]([N:37]([CH2:34][CH:35]=[CH2:36])[CH3:38])(=[O:41])=[O:40])[CH2:7][C:8]1[CH:13]=[CH:12][CH:11]=[C:10]([O:14][CH2:15][CH2:16][C:17]2[N:18]=[C:19]([C:23]3[CH:28]=[CH:27][C:26]([C:29]([F:30])([F:32])[F:31])=[CH:25][CH:24]=3)[O:20][C:21]=2[CH3:22])[CH:9]=1)[CH3:2]. (2) Given the reactants [C:1]([O:5][C:6]([NH:8][S:9](N1C=CC(=[N+](C)C)C=C1)(=[O:11])=[O:10])=[O:7])([CH3:4])([CH3:3])[CH3:2].[NH2:21][CH2:22][C:23]1[CH:28]=[CH:27][C:26]([CH:29]([CH3:35])[C:30]([O:32][CH2:33][CH3:34])=[O:31])=[CH:25][CH:24]=1, predict the reaction product. The product is: [C:1]([O:5][C:6]([NH:8][S:9]([NH:21][CH2:22][C:23]1[CH:24]=[CH:25][C:26]([CH:29]([CH3:35])[C:30]([O:32][CH2:33][CH3:34])=[O:31])=[CH:27][CH:28]=1)(=[O:11])=[O:10])=[O:7])([CH3:4])([CH3:2])[CH3:3]. (3) Given the reactants [CH2:1]([NH:3][C:4](=[N:7][C:8]#[N:9])[S:5][CH3:6])[CH3:2].[CH:10](N)(C)C.C(N)C, predict the reaction product. The product is: [CH:1]([NH:3][C:4](=[N:7][C:8]#[N:9])[S:5][CH3:6])([CH3:10])[CH3:2]. (4) Given the reactants [F:1][C:2]([F:11])([F:10])[C:3]1[CH:4]=[C:5]([NH2:9])[CH:6]=[CH:7][CH:8]=1.Br[CH2:13][CH2:14][CH2:15][C:16]([O:18][CH2:19][CH3:20])=[O:17].C([O-])([O-])=O.[K+].[K+].O, predict the reaction product. The product is: [CH2:19]([O:18][C:16](=[O:17])[CH2:15][CH2:14][CH2:13][NH:9][C:5]1[CH:6]=[CH:7][CH:8]=[C:3]([C:2]([F:10])([F:11])[F:1])[CH:4]=1)[CH3:20]. (5) Given the reactants [Cl:1][C:2]1[CH:9]=[CH:8][C:5]([CH:6]=O)=[CH:4][CH:3]=1.Cl.[NH2:11][OH:12], predict the reaction product. The product is: [Cl:1][C:2]1[CH:9]=[CH:8][C:5]([CH:6]=[N:11][OH:12])=[CH:4][CH:3]=1. (6) Given the reactants FC(F)(F)C(O)=O.C(OC([N:15]1[CH2:19][CH2:18][C@@H:17]([NH:20][C:21]2[CH:40]=[CH:39][C:38]([C:41]#[N:42])=[CH:37][C:22]=2[C:23]([NH:25][CH2:26][C:27]2[CH:32]=[CH:31][C:30]([O:33][CH3:34])=[C:29]([O:35][CH3:36])[CH:28]=2)=[O:24])[CH2:16]1)=O)(C)(C)C, predict the reaction product. The product is: [C:41]([C:38]1[CH:39]=[CH:40][C:21]([NH:20][C@@H:17]2[CH2:18][CH2:19][NH:15][CH2:16]2)=[C:22]([CH:37]=1)[C:23]([NH:25][CH2:26][C:27]1[CH:32]=[CH:31][C:30]([O:33][CH3:34])=[C:29]([O:35][CH3:36])[CH:28]=1)=[O:24])#[N:42]. (7) Given the reactants [CH3:1][O:2][C:3](=[O:18])[C@H:4]([CH2:16][OH:17])[NH:5][C:6]([O:8][CH2:9][C:10]1[CH:15]=[CH:14][CH:13]=[CH:12][CH:11]=1)=[O:7].[Si:19](Cl)([C:32]([CH3:35])([CH3:34])[CH3:33])([C:26]1[CH:31]=[CH:30][CH:29]=[CH:28][CH:27]=1)[C:20]1[CH:25]=[CH:24][CH:23]=[CH:22][CH:21]=1.N1C=CN=C1.CN(C)C=[O:45], predict the reaction product. The product is: [CH3:1][O:2][C:3](=[O:18])[C@H:4]([CH2:16][OH:17])[N:5]([O:45][Si:19]([C:32]([CH3:35])([CH3:34])[CH3:33])([C:26]1[CH:31]=[CH:30][CH:29]=[CH:28][CH:27]=1)[C:20]1[CH:25]=[CH:24][CH:23]=[CH:22][CH:21]=1)[C:6]([O:8][CH2:9][C:10]1[CH:15]=[CH:14][CH:13]=[CH:12][CH:11]=1)=[O:7]. (8) Given the reactants [ClH:1].C(N(CC)CCNC(C1C=CC2C(=CC=C(I)C=2)C=1)=O)C.[CH2:23]([N:26]([CH2:45][CH2:46][CH3:47])[CH2:27][CH2:28][CH2:29][CH2:30][NH:31][C:32]([C:34]1[CH:43]=[CH:42][C:41]2[C:36](=[CH:37][CH:38]=[C:39]([I:44])[CH:40]=2)[N:35]=1)=[O:33])[CH2:24][CH3:25].[K+].[Br-], predict the reaction product. The product is: [ClH:1].[ClH:1].[CH2:45]([N:26]([CH2:23][CH2:24][CH3:25])[CH2:27][CH2:28][CH2:29][CH2:30][NH:31][C:32]([C:34]1[CH:43]=[CH:42][C:41]2[C:36](=[CH:37][CH:38]=[C:39]([I:44])[CH:40]=2)[N:35]=1)=[O:33])[CH2:46][CH3:47]. (9) Given the reactants Br[C:2]1[C:3]2[N:4]([C:9]([C:12]([O:14][CH2:15][CH3:16])=[O:13])=[CH:10][N:11]=2)[CH:5]=[C:6]([CH3:8])[CH:7]=1.CC1(C)C(C)(C)OB([C:25]2[O:29][C:28]([Si](C(C)C)(C(C)C)C(C)C)=[N:27][CH:26]=2)O1.C(=O)([O-])[O-].[K+].[K+], predict the reaction product. The product is: [CH3:8][C:6]1[CH:7]=[C:2]([C:25]2[O:29][CH:28]=[N:27][CH:26]=2)[C:3]2[N:4]([C:9]([C:12]([O:14][CH2:15][CH3:16])=[O:13])=[CH:10][N:11]=2)[CH:5]=1.